Dataset: Full USPTO retrosynthesis dataset with 1.9M reactions from patents (1976-2016). Task: Predict the reactants needed to synthesize the given product. (1) Given the product [NH2:9][C:4]1[C:3]([C:16]([C:17]2[CH:22]=[CH:21][C:20]([F:23])=[CH:19][CH:18]=2)=[O:24])=[C:2]([F:1])[C:7]([F:8])=[CH:6][CH:5]=1, predict the reactants needed to synthesize it. The reactants are: [F:1][C:2]1[C:3]([C:16](=[O:24])[C:17]2[CH:22]=[CH:21][C:20]([F:23])=[CH:19][CH:18]=2)=[C:4]([NH:9]C(=O)C(C)(C)C)[CH:5]=[CH:6][C:7]=1[F:8].C(=O)([O-])[O-].[Na+].[Na+]. (2) Given the product [Br:16][C:2]1[C:3]([CH3:4])=[C:6]([CH:7]=[CH:8][CH:9]=1)[CH2:10][NH:21][C:22]1[C:23]2[N:24]([C:28]([CH3:32])=[C:29]([CH3:31])[N:30]=2)[CH:25]=[CH:26][CH:27]=1, predict the reactants needed to synthesize it. The reactants are: Cl[C:2]1[CH:9]=[CH:8][CH:7]=[C:6]([CH3:10])[C:3]=1[CH2:4]Br.ClC1C(C)=C(C=CC=1)C[Br:16].[NH2:21][C:22]1[C:23]2[N:24]([C:28]([CH3:32])=[C:29]([CH3:31])[N:30]=2)[CH:25]=[CH:26][CH:27]=1. (3) Given the product [C:1]1([CH:7]([NH2:39])[CH2:8][CH2:9][N:10]2[CH2:11][CH2:12][CH:13]([N:16]([CH2:30][CH3:31])[C:17](=[O:29])[CH2:18][C:19]3[CH:24]=[CH:23][C:22]([S:25]([CH3:28])(=[O:26])=[O:27])=[CH:21][CH:20]=3)[CH2:14][CH2:15]2)[CH:2]=[CH:3][CH:4]=[CH:5][CH:6]=1, predict the reactants needed to synthesize it. The reactants are: [C:1]1([C:7]([NH2:39])(C(OC(C)(C)C)=O)[CH2:8][CH2:9][N:10]2[CH2:15][CH2:14][CH:13]([N:16]([CH2:30][CH3:31])[C:17](=[O:29])[CH2:18][C:19]3[CH:24]=[CH:23][C:22]([S:25]([CH3:28])(=[O:27])=[O:26])=[CH:21][CH:20]=3)[CH2:12][CH2:11]2)[CH:6]=[CH:5][CH:4]=[CH:3][CH:2]=1. (4) Given the product [Br:1][C:2]1[N:6]=[C:5]([Br:7])[N:4]([CH2:15][CH3:16])[N:3]=1, predict the reactants needed to synthesize it. The reactants are: [Br:1][C:2]1[N:6]=[C:5]([Br:7])[NH:4][N:3]=1.[H-].[Na+].CS(O[CH2:15][CH3:16])(=O)=O. (5) Given the product [Br:1][C:2]1[CH:7]=[CH:6][C:5]([S:8]([NH:12][C:13]([CH3:17])([CH3:16])[CH2:14][OH:15])(=[O:10])=[O:9])=[CH:4][CH:3]=1, predict the reactants needed to synthesize it. The reactants are: [Br:1][C:2]1[CH:7]=[CH:6][C:5]([S:8](Cl)(=[O:10])=[O:9])=[CH:4][CH:3]=1.[NH2:12][C:13]([CH3:17])([CH3:16])[CH2:14][OH:15].C(N(CC)CC)C. (6) Given the product [CH2:20]([O:27][CH2:28][C:29](=[O:30])[CH:10]([C:7]1[CH:6]=[CH:5][C:4]([N+:1]([O-:3])=[O:2])=[CH:9][CH:8]=1)[C:11]#[N:12])[C:21]1[CH:26]=[CH:25][CH:24]=[CH:23][CH:22]=1, predict the reactants needed to synthesize it. The reactants are: [N+:1]([C:4]1[CH:9]=[CH:8][C:7]([CH2:10][C:11]#[N:12])=[CH:6][CH:5]=1)([O-:3])=[O:2].C(N(CC)CC)C.[CH2:20]([O:27][CH2:28][C:29](Cl)=[O:30])[C:21]1[CH:26]=[CH:25][CH:24]=[CH:23][CH:22]=1. (7) Given the product [CH:1]1([C:4]2[O:5][C:6]([C:9]3[CH:10]=[C:11]4[C:15](=[CH:16][CH:17]=3)[N:14]([S:18]([C:21]3[CH:27]=[CH:26][C:24]([CH3:25])=[CH:23][CH:22]=3)(=[O:20])=[O:19])[CH:13]=[C:12]4[C:38]3[CH:43]=[N:42][CH:41]=[C:40]([CH:44]4[CH2:46][CH2:45]4)[N:39]=3)=[N:7][N:8]=2)[CH2:3][CH2:2]1, predict the reactants needed to synthesize it. The reactants are: [CH:1]1([C:4]2[O:5][C:6]([C:9]3[CH:10]=[C:11]4[C:15](=[CH:16][CH:17]=3)[N:14]([S:18]([C:21]3[CH:27]=[CH:26][C:24]([CH3:25])=[CH:23][CH:22]=3)(=[O:20])=[O:19])[CH:13]=[C:12]4B3OC(C)(C)C(C)(C)O3)=[N:7][N:8]=2)[CH2:3][CH2:2]1.Br[C:38]1[CH:43]=[N:42][CH:41]=[C:40]([CH:44]2[CH2:46][CH2:45]2)[N:39]=1.P([O-])([O-])([O-])=O.[K+].[K+].[K+]. (8) Given the product [Cl:1][C:2]1[CH:3]=[C:4]([NH:8][C:9](=[O:31])[C:10]2[CH:15]=[CH:14][CH:13]=[N:12][C:11]=2[NH:16][CH:17]2[CH2:22][CH2:21][NH:20][CH2:19][CH2:18]2)[CH:5]=[CH:6][CH:7]=1, predict the reactants needed to synthesize it. The reactants are: [Cl:1][C:2]1[CH:3]=[C:4]([NH:8][C:9](=[O:31])[C:10]2[CH:15]=[CH:14][CH:13]=[N:12][C:11]=2[NH:16][CH:17]2[CH2:22][CH2:21][N:20](C(=O)NOC(C)(C)C)[CH2:19][CH2:18]2)[CH:5]=[CH:6][CH:7]=1.Cl. (9) The reactants are: [I:1][C:2]1[CH:3]=[N:4][C:5]([N:8]2[CH2:13][CH2:12][NH:11][CH2:10][CH2:9]2)=[N:6][CH:7]=1.C(N(CC)CC)C.[CH3:21][S:22](Cl)(=[O:24])=[O:23]. Given the product [I:1][C:2]1[CH:3]=[N:4][C:5]([N:8]2[CH2:9][CH2:10][N:11]([S:22]([CH3:21])(=[O:24])=[O:23])[CH2:12][CH2:13]2)=[N:6][CH:7]=1, predict the reactants needed to synthesize it.